From a dataset of Reaction yield outcomes from USPTO patents with 853,638 reactions. Predict the reaction yield, written as a fraction of the theoretical maximum amount of product (1.0 means a 100% yield; for example, 0.34 means a 34% yield). (1) The reactants are BrB(Br)Br.[Cl:5][C:6]1[N:11]=[C:10]([Cl:12])[C:9]([Cl:13])=[C:8]([C:14]2[CH:19]=[CH:18][CH:17]=[CH:16][C:15]=2[O:20]C)[N:7]=1. The catalyst is C(Cl)Cl. The product is [Cl:5][C:6]1[N:7]=[C:8]([C:14]2[CH:19]=[CH:18][CH:17]=[CH:16][C:15]=2[OH:20])[C:9]([Cl:13])=[C:10]([Cl:12])[N:11]=1. The yield is 0.724. (2) The reactants are [Cl:1][C:2]1[C:11]2[C:6](=[CH:7][CH:8]=[CH:9][CH:10]=2)[N:5]=[C:4]([C:12]([O:14]CC)=O)[N:3]=1.[Cl:17][C:18]1[CH:19]=[C:20]([Mg]Br)[CH:21]=[CH:22][C:23]=1[F:24].C1COCC1. The catalyst is C1COCC1. The product is [Cl:17][C:18]1[CH:19]=[C:20]([C:12]([C:4]2[N:3]=[C:2]([Cl:1])[C:11]3[C:6](=[CH:7][CH:8]=[CH:9][CH:10]=3)[N:5]=2)=[O:14])[CH:21]=[CH:22][C:23]=1[F:24]. The yield is 0.370.